This data is from Forward reaction prediction with 1.9M reactions from USPTO patents (1976-2016). The task is: Predict the product of the given reaction. Given the reactants [F:1][C:2]([F:13])([F:12])[C:3]1[CH:11]=[CH:10][C:6]([C:7]([OH:9])=[O:8])=[CH:5][CH:4]=1.[CH3:14][C:15]([CH3:19])([CH3:18])[CH2:16]O.S(=O)(=O)(O)O.C(=O)([O-])[O-].[Na+].[Na+], predict the reaction product. The product is: [F:1][C:2]([F:12])([F:13])[C:3]1[CH:11]=[CH:10][C:6]([C:7]([O:9][CH2:14][C:15]([CH3:19])([CH3:18])[CH3:16])=[O:8])=[CH:5][CH:4]=1.